Task: Predict the reactants needed to synthesize the given product.. Dataset: Full USPTO retrosynthesis dataset with 1.9M reactions from patents (1976-2016) (1) Given the product [Si:30]([O:29][C@@H:27]([C@@H:26]1[C@@H:25]([CH2:10][C:9]([C:5]2[CH:6]=[CH:7][CH:8]=[C:3]([O:2][CH3:1])[CH:4]=2)=[O:11])[NH:24][C:23]1=[O:22])[CH3:28])([C:33]([CH3:36])([CH3:34])[CH3:35])([CH3:32])[CH3:31], predict the reactants needed to synthesize it. The reactants are: [CH3:1][O:2][C:3]1[CH:4]=[C:5]([C:9](=[O:11])[CH3:10])[CH:6]=[CH:7][CH:8]=1.C(N(CC)CC)C.C([O:22][C@@H:23]1[C@@H:26]([C@H:27]([O:29][Si:30]([C:33]([CH3:36])([CH3:35])[CH3:34])([CH3:32])[CH3:31])[CH3:28])[C:25](=O)[NH:24]1)(=O)C.S([O-])(O)(=O)=O.[K+]. (2) Given the product [C:13]1([CH:2]([C:1]#[N:5])[C:3]#[N:4])[CH:18]=[CH:17][CH:16]=[CH:15][CH:14]=1, predict the reactants needed to synthesize it. The reactants are: [C:1](#[N:5])[CH2:2][C:3]#[N:4].COCCOC.I[C:13]1[CH:18]=[CH:17][CH:16]=[CH:15][CH:14]=1.[H-].[Na+]. (3) The reactants are: [NH2:1][C:2]1[CH:3]=[C:4]([OH:8])[CH:5]=[CH:6][CH:7]=1.[CH3:9][C:10]([O:13][C:14](O[C:14]([O:13][C:10]([CH3:12])([CH3:11])[CH3:9])=[O:15])=[O:15])([CH3:12])[CH3:11]. Given the product [OH:8][C:4]1[CH:3]=[C:2]([NH:1][C:14](=[O:15])[O:13][C:10]([CH3:12])([CH3:11])[CH3:9])[CH:7]=[CH:6][CH:5]=1, predict the reactants needed to synthesize it. (4) The reactants are: [C:1]([O:5][C:6]([N:8]1[CH2:14][CH2:13][C:12]2[C:15]([SH:20])=[C:16]([Cl:19])[CH:17]=[CH:18][C:11]=2[CH2:10][CH2:9]1)=[O:7])([CH3:4])([CH3:3])[CH3:2].C(N(CC)CC)C.CS(O[CH2:33][C:34]1[CH:39]=[CH:38][C:37]([C:40]([C:42]2[CH:43]=[N:44][CH:45]=[CH:46][CH:47]=2)=[O:41])=[CH:36][CH:35]=1)(=O)=O. Given the product [C:1]([O:5][C:6]([N:8]1[CH2:14][CH2:13][C:12]2[C:15]([S:20][CH2:33][C:34]3[CH:35]=[CH:36][C:37]([C:40]([C:42]4[CH:43]=[N:44][CH:45]=[CH:46][CH:47]=4)=[O:41])=[CH:38][CH:39]=3)=[C:16]([Cl:19])[CH:17]=[CH:18][C:11]=2[CH2:10][CH2:9]1)=[O:7])([CH3:4])([CH3:2])[CH3:3], predict the reactants needed to synthesize it. (5) Given the product [CH:1]([C:4]1[CH:5]=[CH:6][C:7]([N:10]2[CH:11]=[CH:12][N:29]([C:25]3[CH:24]=[C:23]([CH:28]=[CH:27][CH:26]=3)[C:19]([OH:21])=[O:20])[C:30]2=[O:31])=[CH:8][CH:9]=1)([CH3:2])[CH3:3].[CH3:22][O:21][C:19](=[O:20])[C:23]1[CH:28]=[CH:27][CH:26]=[C:25]([NH:29][C:30]([N:10]([CH2:11][CH:12]([O:13][CH2:14][CH3:15])[O:16][CH2:17][CH3:18])[C:7]2[CH:8]=[CH:9][C:4]([CH:1]([CH3:2])[CH3:3])=[CH:5][CH:6]=2)=[O:31])[CH:24]=1, predict the reactants needed to synthesize it. The reactants are: [CH:1]([C:4]1[CH:9]=[CH:8][C:7]([NH:10][CH2:11][CH:12]([O:16][CH2:17][CH3:18])[O:13][CH2:14][CH3:15])=[CH:6][CH:5]=1)([CH3:3])[CH3:2].[C:19]([C:23]1[CH:24]=[C:25]([N:29]=[C:30]=[O:31])[CH:26]=[CH:27][CH:28]=1)([O:21][CH3:22])=[O:20]. (6) Given the product [CH2:1]([O:3][C:4]([N:6]1[C:15]2[C:10](=[CH:11][C:12]([C:16]([F:17])([F:18])[F:19])=[CH:13][CH:14]=2)[C:9](=[N+:20]=[N-:21])[CH2:8][C@H:7]1[CH2:22][CH3:23])=[O:5])[CH3:2], predict the reactants needed to synthesize it. The reactants are: [CH2:1]([O:3][C:4]([N:6]1[C:15]2[C:10](=[CH:11][C:12]([C:16]([F:19])([F:18])[F:17])=[CH:13][CH:14]=2)[C:9](=[N:20][NH2:21])[CH2:8][C@H:7]1[CH2:22][CH3:23])=[O:5])[CH3:2].